The task is: Predict the reactants needed to synthesize the given product.. This data is from Full USPTO retrosynthesis dataset with 1.9M reactions from patents (1976-2016). (1) Given the product [CH2:1]([C@@:4]1([CH3:36])[CH2:9][C@H:8]([C:10]2[CH:15]=[CH:14][CH:13]=[C:12]([Cl:16])[CH:11]=2)[C@@H:7]([C:17]2[CH:22]=[CH:21][C:20]([Cl:23])=[CH:19][CH:18]=2)[NH:6][C:5]1=[O:35])[CH:2]=[CH2:3], predict the reactants needed to synthesize it. The reactants are: [CH2:1]([C:4]1([CH3:36])[CH2:9][C@H:8]([C:10]2[CH:15]=[CH:14][CH:13]=[C:12]([Cl:16])[CH:11]=2)[C@@H:7]([C:17]2[CH:22]=[CH:21][C:20]([Cl:23])=[CH:19][CH:18]=2)[N:6](CC2C=CC(OC)=CC=2OC)[C:5]1=[O:35])[CH:2]=[CH2:3]. (2) Given the product [Si:11]([O:10][C:9]1[CH:8]=[CH:7][C:4]([CH:5]=[O:6])=[CH:3][C:2]=1[F:1])([C:14]([CH3:17])([CH3:16])[CH3:15])([CH3:13])[CH3:12], predict the reactants needed to synthesize it. The reactants are: [F:1][C:2]1[CH:3]=[C:4]([CH:7]=[CH:8][C:9]=1[OH:10])[CH:5]=[O:6].[Si:11](Cl)([C:14]([CH3:17])([CH3:16])[CH3:15])([CH3:13])[CH3:12].C(N(CC)CC)C. (3) Given the product [F:1][C:2]1[CH:3]=[CH:4][C:5]2[N:9]=[C:8]([C:10]([F:13])([F:11])[F:12])[N:7]([C:14]3[C:15]([CH3:24])=[C:16]([CH2:17][OH:18])[CH:21]=[CH:22][CH:23]=3)[C:6]=2[C:25]=1[F:26], predict the reactants needed to synthesize it. The reactants are: [F:1][C:2]1[CH:3]=[CH:4][C:5]2[N:9]=[C:8]([C:10]([F:13])([F:12])[F:11])[N:7]([C:14]3[C:15]([CH3:24])=[C:16]([CH:21]=[CH:22][CH:23]=3)[C:17](OC)=[O:18])[C:6]=2[C:25]=1[F:26].[Li+].[BH4-].CO. (4) Given the product [NH2:1][C:4]1[CH:9]=[CH:8][C:7]([C:10]2[CH:14]=[C:13]([C:15]([NH:17][C:18](=[CH2:23])[C:19]([O:21][CH3:22])=[O:20])=[O:16])[O:12][N:11]=2)=[CH:6][CH:5]=1, predict the reactants needed to synthesize it. The reactants are: [N+:1]([C:4]1[CH:9]=[CH:8][C:7]([C:10]2[CH:14]=[C:13]([C:15]([NH:17][C:18](=[CH2:23])[C:19]([O:21][CH3:22])=[O:20])=[O:16])[O:12][N:11]=2)=[CH:6][CH:5]=1)([O-])=O.C1COCC1.[Cl-].[NH4+].